From a dataset of Catalyst prediction with 721,799 reactions and 888 catalyst types from USPTO. Predict which catalyst facilitates the given reaction. (1) Reactant: Br[C:2]1[CH:3]=[C:4]([C:20]([O:22][CH3:23])=[O:21])[C:5]2[CH2:6][CH2:7][N:8]([CH:13]([CH2:17][CH2:18][CH3:19])[CH2:14][CH2:15][CH3:16])[C:9](=[O:12])[C:10]=2[CH:11]=1.C([Sn](CCCC)(CCCC)[C:29]1[O:30][CH:31]=[CH:32][N:33]=1)CCC. Product: [O:30]1[CH:31]=[CH:32][N:33]=[C:29]1[C:2]1[CH:3]=[C:4]([C:20]([O:22][CH3:23])=[O:21])[C:5]2[CH2:6][CH2:7][N:8]([CH:13]([CH2:17][CH2:18][CH3:19])[CH2:14][CH2:15][CH3:16])[C:9](=[O:12])[C:10]=2[CH:11]=1. The catalyst class is: 77. (2) The catalyst class is: 192. Reactant: C(=O)([O-])O.[Na+].Cl.[NH2:7][C:8]1[NH:13][C:12](=[O:14])[C:11]([CH2:15][NH2:16])=[N:10][N:9]=1.O=C1CCC(=O)N1[C@:24]1([C:40]([O-])=[O:41])[CH2:29][CH2:28][CH2:27][N:26]([C:30]([O:32][CH2:33][C:34]2[CH:39]=[CH:38][CH:37]=[CH:36][CH:35]=2)=[O:31])[CH2:25]1.C1COCC1. Product: [NH2:7][C:8]1[NH:13][C:12](=[O:14])[C:11]([CH2:15][NH:16][C:40]([C@@H:24]2[CH2:29][CH2:28][CH2:27][N:26]([C:30]([O:32][CH2:33][C:34]3[CH:35]=[CH:36][CH:37]=[CH:38][CH:39]=3)=[O:31])[CH2:25]2)=[O:41])=[N:10][N:9]=1. (3) Reactant: [F:1][C:2]([F:32])([F:31])[C:3]([C:6]1[CH:11]=[CH:10][C:9]([N:12]2[CH2:17][CH2:16][N:15]([S:18]([C:21]3[S:22][CH:23]=[CH:24][CH:25]=3)(=[O:20])=[O:19])[CH2:14][C@@H:13]2[CH2:26][NH:27][CH:28]([CH3:30])[CH3:29])=[CH:8][CH:7]=1)([OH:5])[CH3:4].[CH3:33][S:34](Cl)(=[O:36])=[O:35].CCN(C(C)C)C(C)C. Product: [CH3:30][CH:28]([N:27]([CH2:26][C@H:13]1[CH2:14][N:15]([S:18]([C:21]2[S:22][CH:23]=[CH:24][CH:25]=2)(=[O:20])=[O:19])[CH2:16][CH2:17][N:12]1[C:9]1[CH:8]=[CH:7][C:6]([C:3]([OH:5])([CH3:4])[C:2]([F:1])([F:31])[F:32])=[CH:11][CH:10]=1)[S:34]([CH3:33])(=[O:36])=[O:35])[CH3:29]. The catalyst class is: 172. (4) The catalyst class is: 160. Product: [CH2:1]([O:8][C@H:9]([CH3:27])[C@H:10]([NH:13][C:14]1[C:15]2[N:16]([CH:23]=[C:24]([C:28]3[CH:33]=[CH:32][CH:31]=[CH:30][CH:29]=3)[CH:25]=2)[N:17]=[CH:18][C:19]=1[C:20]([NH2:22])=[O:21])[CH2:11][OH:12])[C:2]1[CH:7]=[CH:6][CH:5]=[CH:4][CH:3]=1. Reactant: [CH2:1]([O:8][C@H:9]([CH3:27])[C@H:10]([NH:13][C:14]1[C:15]2[N:16]([CH:23]=[C:24](Br)[CH:25]=2)[N:17]=[CH:18][C:19]=1[C:20]([NH2:22])=[O:21])[CH2:11][OH:12])[C:2]1[CH:7]=[CH:6][CH:5]=[CH:4][CH:3]=1.[C:28]1(B(O)O)[CH:33]=[CH:32][CH:31]=[CH:30][CH:29]=1.P([O-])([O-])([O-])=O.[K+].[K+].[K+]. (5) Reactant: C1N=CN(C(N2C=NC=C2)=O)C=1.[C:13]([OH:22])(=[O:21])[C:14]1[C:15](=[CH:17][CH:18]=[CH:19][CH:20]=1)[OH:16].[CH:23](O)([CH3:25])[CH3:24].O. Product: [OH:16][C:15]1[CH:17]=[CH:18][CH:19]=[CH:20][C:14]=1[C:13]([O:22][CH:23]([CH3:25])[CH3:24])=[O:21]. The catalyst class is: 3. (6) Reactant: [C:1]([C:5]1[CH:38]=[CH:37][C:8]([C:9]([NH:11][C:12]2[CH:17]=[CH:16][CH:15]=[C:14]([C:18]3[N:19]=[C:20]([NH:26][C:27]4[CH:32]=[CH:31][C:30]([CH2:33][CH2:34][OH:35])=[CH:29][CH:28]=4)[C:21](=[O:25])[N:22]([CH3:24])[CH:23]=3)[C:13]=2[CH3:36])=[O:10])=[CH:7][CH:6]=1)([CH3:4])([CH3:3])[CH3:2].C(N(C(C)C)CC)(C)C.[S:48](Cl)([CH3:51])(=[O:50])=[O:49].[OH-].[Na+]. Product: [C:1]([C:5]1[CH:38]=[CH:37][C:8]([C:9]([NH:11][C:12]2[C:13]([CH3:36])=[C:14]([C:18]3[N:19]=[C:20]([NH:26][C:27]4[CH:28]=[CH:29][C:30]([CH2:33][CH2:34][O:35][S:48]([CH3:51])(=[O:50])=[O:49])=[CH:31][CH:32]=4)[C:21](=[O:25])[N:22]([CH3:24])[CH:23]=3)[CH:15]=[CH:16][CH:17]=2)=[O:10])=[CH:7][CH:6]=1)([CH3:4])([CH3:2])[CH3:3]. The catalyst class is: 2.